Dataset: Full USPTO retrosynthesis dataset with 1.9M reactions from patents (1976-2016). Task: Predict the reactants needed to synthesize the given product. (1) Given the product [F:51][C:2]([F:1])([F:52])[C:3]1[CH:4]=[C:5]([CH:44]=[C:45]([C:47]([F:49])([F:50])[F:48])[CH:46]=1)[CH2:6][N:7]1[CH2:11][CH:10]([C:12]2[CH:17]=[C:16]([C:18]([F:19])([F:20])[F:21])[CH:15]=[CH:14][C:13]=2[C:22]2[CH:27]=[C:26]([CH:28]([CH3:30])[CH3:29])[C:25]([F:31])=[CH:24][C:23]=2[O:32][CH3:33])[NH:9][C:8]1=[O:43], predict the reactants needed to synthesize it. The reactants are: [F:1][C:2]([F:52])([F:51])[C:3]1[CH:4]=[C:5]([CH:44]=[C:45]([C:47]([F:50])([F:49])[F:48])[CH:46]=1)[CH2:6][N:7]1[CH2:11][CH:10]([C:12]2[CH:17]=[C:16]([C:18]([F:21])([F:20])[F:19])[CH:15]=[CH:14][C:13]=2[C:22]2[CH:27]=[C:26]([CH:28]([CH3:30])[CH3:29])[C:25]([F:31])=[CH:24][C:23]=2[O:32][CH3:33])[N:9](CC2C=CC(OC)=CC=2)[C:8]1=[O:43]. (2) The reactants are: [CH2:1]([N:8]1[C:16]2[C:11](=[CH:12][C:13]([O:17][CH2:18][CH2:19]OS(C3C=CC(C)=CC=3)(=O)=O)=[CH:14][CH:15]=2)[C:10]([S:31]([C:34]2[C:43]3[C:38](=[CH:39][CH:40]=[CH:41][CH:42]=3)[CH:37]=[CH:36][CH:35]=2)(=[O:33])=[O:32])=[N:9]1)[C:2]1[CH:7]=[CH:6][CH:5]=[CH:4][CH:3]=1.[CH2:44]([NH:46][CH2:47][CH3:48])[CH3:45]. Given the product [CH2:1]([N:8]1[C:16]2[C:11](=[CH:12][C:13]([O:17][CH2:18][CH2:19][N:46]([CH2:47][CH3:48])[CH2:44][CH3:45])=[CH:14][CH:15]=2)[C:10]([S:31]([C:34]2[C:43]3[C:38](=[CH:39][CH:40]=[CH:41][CH:42]=3)[CH:37]=[CH:36][CH:35]=2)(=[O:33])=[O:32])=[N:9]1)[C:2]1[CH:7]=[CH:6][CH:5]=[CH:4][CH:3]=1, predict the reactants needed to synthesize it. (3) Given the product [F:22][C:19]([F:20])([F:21])[S:16]([NH:15][CH2:14][CH2:13][C:11]1[S:12][C:8]([C:5]2[CH:4]=[CH:3][C:2]([NH:1][C:33]([NH:32][C:25]3[C:26]([F:31])=[CH:27][C:28]([F:30])=[CH:29][C:24]=3[F:23])=[O:34])=[CH:7][CH:6]=2)=[CH:9][N:10]=1)(=[O:18])=[O:17], predict the reactants needed to synthesize it. The reactants are: [NH2:1][C:2]1[CH:7]=[CH:6][C:5]([C:8]2[S:12][C:11]([CH2:13][CH2:14][NH:15][S:16]([C:19]([F:22])([F:21])[F:20])(=[O:18])=[O:17])=[N:10][CH:9]=2)=[CH:4][CH:3]=1.[F:23][C:24]1[CH:29]=[C:28]([F:30])[CH:27]=[C:26]([F:31])[C:25]=1[N:32]=[C:33]=[O:34]. (4) Given the product [Br:1][C:2]1[CH:7]=[N:6][C:5]([N:8]2[CH:20]=[N:30][N:31]=[N:32]2)=[CH:4][N:3]=1, predict the reactants needed to synthesize it. The reactants are: [Br:1][C:2]1[N:3]=[CH:4][C:5]([NH2:8])=[N:6][CH:7]=1.FC(F)(F)C(O[Si](C)(C)C)=O.[CH2:20](OC(OCC)OCC)C.[N:30]([Si](C)(C)C)=[N+:31]=[N-:32]. (5) Given the product [CH:49]1[C:61]2[CH2:60][C:59]3[C:54](=[CH:55][CH:56]=[CH:57][CH:58]=3)[C:53]=2[CH:52]=[CH:51][CH:50]=1, predict the reactants needed to synthesize it. The reactants are: C(N1C2=CC3C(=CC2=C(C2SC(Br)=CC=2)C1=O)N(CCCCCC)C(=O)C=3C1SC(Br)=CC=1)CCCCC.CC1(C)C(C)(C)OB(C(CCCC)C[C:49]2[C:61]3[C:60](CC)(CC)[C:59]4[C:54](=[CH:55][CH:56]=[C:57](B5OC(C)(C)C(C)(C)O5)[CH:58]=4)[C:53]=3[CH:52]=[CH:51][CH:50]=2)O1.[O-]P([O-])([O-])=O.[K+].[K+].[K+].BrC1SC=CC=1. (6) Given the product [CH3:17][O:18][C:19]1[CH:24]=[CH:23][C:22]([C:2]2[CH:9]=[CH:8][C:5]([C:6]#[N:7])=[C:4]([CH3:10])[CH:3]=2)=[CH:21][CH:20]=1, predict the reactants needed to synthesize it. The reactants are: Br[C:2]1[CH:9]=[CH:8][C:5]([C:6]#[N:7])=[C:4]([CH3:10])[CH:3]=1.C([O-])([O-])=O.[Na+].[Na+].[CH3:17][O:18][C:19]1[CH:24]=[CH:23][C:22](B(O)O)=[CH:21][CH:20]=1. (7) Given the product [Cl:1][C:2]1[CH:19]=[C:18]([F:20])[C:17]([N:21]2[C:26](=[O:27])[CH:25]=[C:24]([C:28]([F:29])([F:30])[F:31])[N:23]([CH3:32])[C:22]2=[O:33])=[CH:16][C:3]=1[O:4][C:5]1[CH:15]=[CH:14][CH:13]=[CH:12][C:6]=1[O:7][CH2:8][C:9]([O:11][CH2:41][CH:40]=[CH2:39])=[O:10], predict the reactants needed to synthesize it. The reactants are: [Cl:1][C:2]1[CH:19]=[C:18]([F:20])[C:17]([N:21]2[C:26](=[O:27])[CH:25]=[C:24]([C:28]([F:31])([F:30])[F:29])[N:23]([CH3:32])[C:22]2=[O:33])=[CH:16][C:3]=1[O:4][C:5]1[CH:15]=[CH:14][CH:13]=[CH:12][C:6]=1[O:7][CH2:8][C:9]([OH:11])=[O:10].S(Cl)(Cl)=O.O1C[CH2:41][CH2:40][CH2:39]1.